The task is: Predict the product of the given reaction.. This data is from Forward reaction prediction with 1.9M reactions from USPTO patents (1976-2016). (1) Given the reactants [F-].C([N+](CCCC)(CCCC)CCCC)CCC.[O:19]1[CH:23]=[CH:22][C:21]([C:24]2[CH:31]=[CH:30][C:27]([CH:28]=[O:29])=[CH:26][CH:25]=2)=[CH:20]1.[F:32][C:33]([Si](C)(C)C)([F:35])[F:34].Cl, predict the reaction product. The product is: [F:32][C:33]([F:35])([F:34])[CH:28]([C:27]1[CH:30]=[CH:31][C:24]([C:21]2[CH:22]=[CH:23][O:19][CH:20]=2)=[CH:25][CH:26]=1)[OH:29]. (2) Given the reactants CS(Cl)(=O)=O.[CH3:6][CH:7]([S:9]([NH:12][CH2:13][C:14]1[CH:15]=[C:16]([CH:35]=[CH:36][CH:37]=1)[CH2:17][NH:18][C:19]([C:21]1[C:22](C)=[N:23][C:24]([C:27]2[CH:32]=[CH:31][CH:30]=[C:29]([F:33])[CH:28]=2)=[N:25][CH:26]=1)=[O:20])(=[O:11])=[O:10])[CH3:8], predict the reaction product. The product is: [CH3:8][CH:7]([S:9]([NH:12][CH2:13][C:14]1[CH:15]=[C:16]([CH:35]=[CH:36][CH:37]=1)[CH2:17][NH:18][C:19]([C:21]1[CH:22]=[N:23][C:24]([C:27]2[CH:32]=[CH:31][CH:30]=[C:29]([F:33])[CH:28]=2)=[N:25][CH:26]=1)=[O:20])(=[O:10])=[O:11])[CH3:6]. (3) The product is: [F:22][C:16]1[CH:15]=[C:14]([C:11]2[O:12][C:13]3[C:5]([CH2:3][OH:2])=[CH:6][C:7]([O:23][CH3:24])=[CH:8][C:9]=3[CH:10]=2)[CH:19]=[CH:18][C:17]=1[O:20][CH3:21]. Given the reactants C[O:2][C:3]([C:5]1[C:13]2[O:12][C:11]([C:14]3[CH:19]=[CH:18][C:17]([O:20][CH3:21])=[C:16]([F:22])[CH:15]=3)=[CH:10][C:9]=2[CH:8]=[C:7]([O:23][CH3:24])[CH:6]=1)=O.[Li], predict the reaction product. (4) The product is: [CH:35]1[C:48]2[C:39](=[N:40][C:41]3[C:46]([C:47]=2[NH:49][C:50]2[CH:55]=[C:54]([NH:56][C:5]([C:4]4[CH:8]=[C:9]([NH:14][C:15]([N:17]5[CH2:18][CH2:19][N:20]([C:23]6[CH:24]=[C:25]([O:33][CH3:34])[C:26]([O:31][CH3:32])=[C:27]([O:29][CH3:30])[CH:28]=6)[CH2:21][CH2:22]5)=[O:16])[C:10]([O:12][CH3:13])=[N:11][C:3]=4[CH2:1][CH3:2])=[O:6])[CH:53]=[C:52]([CH2:57][OH:58])[CH:51]=2)=[CH:45][CH:44]=[CH:43][CH:42]=3)[CH:38]=[CH:37][CH:36]=1. Given the reactants [CH2:1]([C:3]1[N:11]=[C:10]([O:12][CH3:13])[C:9]([NH:14][C:15]([N:17]2[CH2:22][CH2:21][N:20]([C:23]3[CH:28]=[C:27]([O:29][CH3:30])[C:26]([O:31][CH3:32])=[C:25]([O:33][CH3:34])[CH:24]=3)[CH2:19][CH2:18]2)=[O:16])=[CH:8][C:4]=1[C:5](O)=[O:6])[CH3:2].[CH:35]1[C:48]2[C:39](=[N:40][C:41]3[C:46]([C:47]=2[NH:49][C:50]2[CH:51]=[C:52]([CH2:57][OH:58])[CH:53]=[C:54]([NH2:56])[CH:55]=2)=[CH:45][CH:44]=[CH:43][CH:42]=3)[CH:38]=[CH:37][CH:36]=1, predict the reaction product.